Dataset: Catalyst prediction with 721,799 reactions and 888 catalyst types from USPTO. Task: Predict which catalyst facilitates the given reaction. (1) Reactant: [CH3:1][C:2]1[N:3]=[CH:4][N:5]([C:7]2[C:12]([N+:13]([O-])=O)=[C:11]([NH2:16])[CH:10]=[CH:9][N:8]=2)[CH:6]=1. Product: [CH3:1][C:2]1[N:3]=[CH:4][N:5]([C:7]2[C:12]([NH2:13])=[C:11]([NH2:16])[CH:10]=[CH:9][N:8]=2)[CH:6]=1. The catalyst class is: 19. (2) Reactant: [OH:1][C:2]1[CH:3]=[C:4]2[C:8](=[CH:9][CH:10]=1)[CH2:7][C@H:6]([NH:11][S:12]([CH:15]([CH3:17])[CH3:16])(=[O:14])=[O:13])[CH2:5]2.Br[C:19]1[CH:24]=[C:23]([CH3:25])[CH:22]=[CH:21][N:20]=1.C([O-])([O-])=O.[Cs+].[Cs+].CN(C)CC(O)=O. Product: [CH3:25][C:23]1[CH:22]=[CH:21][N:20]=[C:19]([O:1][C:2]2[CH:3]=[C:4]3[C:8](=[CH:9][CH:10]=2)[CH2:7][C@H:6]([NH:11][S:12]([CH:15]([CH3:17])[CH3:16])(=[O:14])=[O:13])[CH2:5]3)[CH:24]=1. The catalyst class is: 156. (3) Reactant: [NH2:1][C:2]1[CH:7]=[C:6]([O:8][CH3:9])[C:5]([O:10][CH3:11])=[CH:4][C:3]=1[C:12](=[O:22])[CH2:13][C:14]1[CH:19]=[CH:18][C:17]([Cl:20])=[C:16]([Cl:21])[CH:15]=1.[Br:23][CH2:24][C:25](Br)=[O:26]. Product: [Br:23][CH2:24][C:25]([NH:1][C:2]1[CH:7]=[C:6]([O:8][CH3:9])[C:5]([O:10][CH3:11])=[CH:4][C:3]=1[C:12](=[O:22])[CH2:13][C:14]1[CH:19]=[CH:18][C:17]([Cl:20])=[C:16]([Cl:21])[CH:15]=1)=[O:26]. The catalyst class is: 4. (4) Reactant: [CH3:1][C:2]1[C:11]2[C:6](=[CH:7][CH:8]=[CH:9][CH:10]=2)[N:5]=[CH:4][C:3]=1[C:12]#[N:13].[Li+].C[Si]([N-][Si](C)(C)C)(C)C.[CH3:24][O:25][CH2:26]Cl.[Cl-].[NH4+]. Product: [CH3:24][O:25][CH2:26][CH2:1][C:2]1[C:11]2[C:6](=[CH:7][CH:8]=[CH:9][CH:10]=2)[N:5]=[CH:4][C:3]=1[C:12]#[N:13]. The catalyst class is: 20. (5) Reactant: [CH3:1][O:2][C:3]1[CH:4]=[C:5]([CH:30]=[CH:31][C:32]=1[O:33][CH2:34][C:35]1[CH:36]=[N:37][C:38]([O:41][CH3:42])=[CH:39][CH:40]=1)[CH2:6][N:7]1[C:11]2[CH:12]=[CH:13][C:14]([N:16]3[CH2:21][CH2:20][CH:19]([NH:22]C(=O)OC(C)(C)C)[CH2:18][CH2:17]3)=[CH:15][C:10]=2[N:9]=[CH:8]1.FC(F)(F)C(O)=O. Product: [CH3:1][O:2][C:3]1[CH:4]=[C:5]([CH:30]=[CH:31][C:32]=1[O:33][CH2:34][C:35]1[CH:36]=[N:37][C:38]([O:41][CH3:42])=[CH:39][CH:40]=1)[CH2:6][N:7]1[C:11]2[CH:12]=[CH:13][C:14]([N:16]3[CH2:21][CH2:20][CH:19]([NH2:22])[CH2:18][CH2:17]3)=[CH:15][C:10]=2[N:9]=[CH:8]1. The catalyst class is: 4. (6) Reactant: [NH2:1][C:2]1[N:6]([C:7]2[C:12]([Cl:13])=[CH:11][C:10]([Cl:14])=[CH:9][C:8]=2[Cl:15])[N:5]=[C:4]([S:16][CH3:17])[C:3]=1[C:18]([NH2:20])=[O:19].[CH3:21][O:22][C:23]1[CH:24]=[C:25]([CH2:29][C:30](Cl)=O)[CH:26]=[CH:27][CH:28]=1.[O-]CC.[Na+]. Product: [Cl:13][C:12]1[CH:11]=[C:10]([Cl:14])[CH:9]=[C:8]([Cl:15])[C:7]=1[N:6]1[C:2]2=[N:1][C:30]([CH2:29][C:25]3[CH:26]=[CH:27][CH:28]=[C:23]([O:22][CH3:21])[CH:24]=3)=[N:20][C:18](=[O:19])[C:3]2=[C:4]([S:16][CH3:17])[NH:5]1. The catalyst class is: 8. (7) Reactant: [Cl:1][C:2]1[N:3]=[C:4]([CH2:24]O)[N:5]([C:17]2[CH:22]=[CH:21][C:20]([F:23])=[CH:19][CH:18]=2)[C:6]=1[C:7]1[C:12]([F:13])=[CH:11][C:10]([O:14][CH3:15])=[CH:9][C:8]=1[F:16].C(N(S(F)(F)[F:32])CC)C. Product: [Cl:1][C:2]1[N:3]=[C:4]([CH2:24][F:32])[N:5]([C:17]2[CH:22]=[CH:21][C:20]([F:23])=[CH:19][CH:18]=2)[C:6]=1[C:7]1[C:8]([F:16])=[CH:9][C:10]([O:14][CH3:15])=[CH:11][C:12]=1[F:13]. The catalyst class is: 46. (8) Reactant: [CH3:1][N:2]([CH2:10][C@H:11]1[CH2:15][CH2:14][CH2:13][N:12]1C(OCC1C=CC=CC=1)=O)[C:3]([O:5][C:6]([CH3:9])([CH3:8])[CH3:7])=[O:4]. Product: [CH3:1][N:2]([CH2:10][C@H:11]1[CH2:15][CH2:14][CH2:13][NH:12]1)[C:3](=[O:4])[O:5][C:6]([CH3:9])([CH3:7])[CH3:8]. The catalyst class is: 43.